This data is from Forward reaction prediction with 1.9M reactions from USPTO patents (1976-2016). The task is: Predict the product of the given reaction. (1) Given the reactants [C:1]([C:5]1[O:9][N:8]=[C:7]([NH:10][C:11]([C@@H:13]2[CH2:17][CH2:16][CH2:15][NH:14]2)=[O:12])[CH:6]=1)([CH3:4])([CH3:3])[CH3:2].Cl.[Cl:19][C:20]1[CH:25]=[CH:24][C:23]([S:26](Cl)(=[O:28])=[O:27])=[CH:22][CH:21]=1.C(N(CC)CC)C, predict the reaction product. The product is: [C:1]([C:5]1[O:9][N:8]=[C:7]([NH:10][C:11]([C@@H:13]2[CH2:17][CH2:16][CH2:15][N:14]2[S:26]([C:23]2[CH:24]=[CH:25][C:20]([Cl:19])=[CH:21][CH:22]=2)(=[O:28])=[O:27])=[O:12])[CH:6]=1)([CH3:4])([CH3:2])[CH3:3]. (2) Given the reactants [Cl:1][C:2]1[CH:3]=[C:4]2[C:9](=[CH:10][C:11]=1[Cl:12])[C:8](=[O:13])[N:7]([CH2:14][C:15]([CH3:18])([CH3:17])[CH3:16])[C:6]([C:19]([O:21][C:22]([CH3:25])([CH3:24])[CH3:23])=[O:20])=[C:5]2[OH:26].[CH2:27](O)[C:28]1[CH:33]=[CH:32][CH:31]=[CH:30][CH:29]=1.C1(P(C2C=CC=CC=2)C2C=CC=CC=2)C=CC=CC=1.N(C(OCC)=O)=NC(OCC)=O, predict the reaction product. The product is: [CH2:27]([O:26][C:5]1[C:4]2[C:9](=[CH:10][C:11]([Cl:12])=[C:2]([Cl:1])[CH:3]=2)[C:8](=[O:13])[N:7]([CH2:14][C:15]([CH3:18])([CH3:16])[CH3:17])[C:6]=1[C:19]([O:21][C:22]([CH3:25])([CH3:24])[CH3:23])=[O:20])[C:28]1[CH:33]=[CH:32][CH:31]=[CH:30][CH:29]=1.